The task is: Regression. Given two drug SMILES strings and cell line genomic features, predict the synergy score measuring deviation from expected non-interaction effect.. This data is from NCI-60 drug combinations with 297,098 pairs across 59 cell lines. Drug 1: CN(C)C1=NC(=NC(=N1)N(C)C)N(C)C. Drug 2: COC1=NC(=NC2=C1N=CN2C3C(C(C(O3)CO)O)O)N. Cell line: MCF7. Synergy scores: CSS=-7.45, Synergy_ZIP=2.91, Synergy_Bliss=-0.558, Synergy_Loewe=-4.57, Synergy_HSA=-4.06.